The task is: Regression. Given a peptide amino acid sequence and an MHC pseudo amino acid sequence, predict their binding affinity value. This is MHC class I binding data.. This data is from Peptide-MHC class I binding affinity with 185,985 pairs from IEDB/IMGT. The MHC is HLA-A02:02 with pseudo-sequence HLA-A02:02. The peptide sequence is DTMRPTTVV. The binding affinity (normalized) is 0.0507.